Dataset: Peptide-MHC class I binding affinity with 185,985 pairs from IEDB/IMGT. Task: Regression. Given a peptide amino acid sequence and an MHC pseudo amino acid sequence, predict their binding affinity value. This is MHC class I binding data. (1) The peptide sequence is QPQQSPQFF. The MHC is HLA-A01:01 with pseudo-sequence HLA-A01:01. The binding affinity (normalized) is 0.0847. (2) The peptide sequence is RGRGVAIHR. The MHC is HLA-A02:06 with pseudo-sequence HLA-A02:06. The binding affinity (normalized) is 0.414.